The task is: Regression/Classification. Given a drug SMILES string, predict its absorption, distribution, metabolism, or excretion properties. Task type varies by dataset: regression for continuous measurements (e.g., permeability, clearance, half-life) or binary classification for categorical outcomes (e.g., BBB penetration, CYP inhibition). Dataset: cyp2c9_veith.. This data is from CYP2C9 inhibition data for predicting drug metabolism from PubChem BioAssay. (1) The molecule is CC(C)(C)N1C(=O)[C@H]2CC[C@@H]3/C(=N\OC[C@@H](O)COCc4ccco4)C[C@@H](O)[C@@H](O)[C@@H]3[C@@H]2C1=O. The result is 0 (non-inhibitor). (2) The drug is Cc1c(OCC(F)(F)F)ccnc1CS(=O)c1nc2ccccc2[nH]1. The result is 0 (non-inhibitor). (3) The drug is O=C(NCCNC(=O)c1cc(OCC(F)(F)F)ccc1OCC(F)(F)F)Nc1ccc(OC(F)(F)F)cc1. The result is 1 (inhibitor). (4) The molecule is Nc1cc(C(=O)O)[nH]c(=O)n1. The result is 0 (non-inhibitor).